Dataset: Forward reaction prediction with 1.9M reactions from USPTO patents (1976-2016). Task: Predict the product of the given reaction. (1) The product is: [Cl:2][C:3]1[CH:8]=[CH:7][C:6]([F:9])=[CH:5][C:4]=1[CH:10]1[CH2:11][CH2:12][N:13]([C:32]([C:29]2[C:26]3[CH2:27][CH2:28][N:23]([C:21]([O:20][C:16]([CH3:19])([CH3:18])[CH3:17])=[O:22])[CH2:24][C:25]=3[NH:31][N:30]=2)=[O:33])[CH2:14][CH2:15]1. Given the reactants Cl.[Cl:2][C:3]1[CH:8]=[CH:7][C:6]([F:9])=[CH:5][C:4]=1[CH:10]1[CH2:15][CH2:14][NH:13][CH2:12][CH2:11]1.[C:16]([O:20][C:21]([N:23]1[CH2:28][CH2:27][C:26]2[C:29]([C:32](O)=[O:33])=[N:30][NH:31][C:25]=2[CH2:24]1)=[O:22])([CH3:19])([CH3:18])[CH3:17].C(N(C(C)C)CC)(C)C.CCN=C=NCCCN(C)C.C1C=CC2N(O)N=NC=2C=1, predict the reaction product. (2) Given the reactants [CH2:1]=[CH:2][C:3]1[CH:8]=[CH:7][CH:6]=[CH:5][CH:4]=1.C1CCCCC1.[CH2:15]=[CH:16][C:17](=[CH2:19])[CH3:18], predict the reaction product. The product is: [CH2:1]=[CH:2][C:3]1[CH:8]=[CH:7][CH:6]=[CH:5][CH:4]=1.[CH2:15]=[CH:16][C:17](=[CH2:18])[CH3:19].[CH2:1]=[CH:2][C:3]1[CH:8]=[CH:7][CH:6]=[CH:5][CH:4]=1. (3) The product is: [Si:1]([O:8][C@@H:9]1[CH2:13][CH2:12][N:11]([C:17]([C:16]2[CH:20]=[C:21]([CH:22]=[CH:23][C:15]=2[F:14])[CH:24]=[O:25])=[O:18])[CH2:10]1)([C:4]([CH3:7])([CH3:6])[CH3:5])([CH3:3])[CH3:2]. Given the reactants [Si:1]([O:8][C@@H:9]1[CH2:13][CH2:12][NH:11][CH2:10]1)([C:4]([CH3:7])([CH3:6])[CH3:5])([CH3:3])[CH3:2].[F:14][C:15]1[CH:23]=[CH:22][C:21]([CH:24]=[O:25])=[CH:20][C:16]=1[C:17](O)=[O:18].F[P-](F)(F)(F)(F)F.N1(OC(N(C)C)=[N+](C)C)C2C=CC=CC=2N=N1.C(N(CC)C(C)C)(C)C, predict the reaction product. (4) Given the reactants [CH3:1][C:2]#[C:3][CH:4]([OH:9])[CH2:5][CH2:6][CH2:7][CH3:8].S(=O)(=O)(O)O.CCOCC, predict the reaction product. The product is: [CH3:1][C:2]#[C:3][C:4](=[O:9])[CH2:5][CH2:6][CH2:7][CH3:8]. (5) Given the reactants [H-].[Al+3].[Li+].[H-].[H-].[H-].[Cl:7][C:8]1[CH:13]=[CH:12][N:11]=[C:10]([CH2:14][CH3:15])[C:9]=1[C:16](OCC)=[O:17], predict the reaction product. The product is: [Cl:7][C:8]1[CH:13]=[CH:12][N:11]=[C:10]([CH2:14][CH3:15])[C:9]=1[CH2:16][OH:17]. (6) Given the reactants [F:1][C:2]1[C:7]([F:8])=[CH:6][C:5]([NH:9][C:10]2[S:14][C:13]3[CH:15]=[CH:16][CH:17]=[CH:18][C:12]=3[C:11]=2[C:19]#[N:20])=[C:4]([N+:21]([O-])=O)[CH:3]=1.[Sn](Cl)[Cl:25].Cl, predict the reaction product. The product is: [ClH:25].[F:1][C:2]1[C:7]([F:8])=[CH:6][C:5]2[NH:9][C:10]3[S:14][C:13]4[CH:15]=[CH:16][CH:17]=[CH:18][C:12]=4[C:11]=3[C:19]([NH2:20])=[N:21][C:4]=2[CH:3]=1. (7) Given the reactants [OH:1][C:2]1[CH:3]=[C:4]2[C:9](=[CH:10][CH:11]=1)[C:8]([C:12]([OH:14])=[O:13])=[CH:7][CH:6]=[CH:5]2.[Cl:15][C:16]1[C:25]2[C:20](=[CH:21][C:22]([O:28][CH3:29])=[C:23]([O:26][CH3:27])[CH:24]=2)[N:19]=[CH:18][CH:17]=1.C([O-])([O-])=O.[Cs+].[Cs+].Cl, predict the reaction product. The product is: [ClH:15].[CH3:27][O:26][C:23]1[CH:24]=[C:25]2[C:20](=[CH:21][C:22]=1[O:28][CH3:29])[N:19]=[CH:18][CH:17]=[C:16]2[O:1][C:2]1[CH:3]=[C:4]2[C:9](=[CH:10][CH:11]=1)[C:8]([C:12]([OH:14])=[O:13])=[CH:7][CH:6]=[CH:5]2.